From a dataset of Catalyst prediction with 721,799 reactions and 888 catalyst types from USPTO. Predict which catalyst facilitates the given reaction. (1) Reactant: CO[C:3]1[CH:4]=[C:5]2[C:9](=[CH:10][CH:11]=1)[C:8](=[O:12])[CH2:7][CH2:6]2.[Br:13]N1C(=O)CCC1=O.N(C(C)(C)C#N)=NC(C)(C)C#N. Product: [Br:13][C:6]1[C:5]2[C:9](=[CH:10][CH:11]=[CH:3][CH:4]=2)[C:8](=[O:12])[CH:7]=1. The catalyst class is: 53. (2) Reactant: [CH:1]1([CH2:4][N:5]2[C:11](=[O:12])[C@@H:10]([NH:13][C:14](=[O:18])[C@@H:15]([OH:17])[CH3:16])[C:9]3[CH:19]=[CH:20][CH:21]=[CH:22][C:8]=3[C:7]3[CH:23]=[CH:24][CH:25]=[CH:26][C:6]2=3)[CH2:3][CH2:2]1.N1C=CC=CC=1.Cl[C:34]([O:36][C:37]1[CH:42]=[CH:41][C:40]([N+:43]([O-:45])=[O:44])=[CH:39][CH:38]=1)=[O:35].C(OC(=O)C)C.C1CCCCC1. Product: [N+:43]([C:40]1[CH:39]=[CH:38][C:37]([O:36][C:34](=[O:35])[O:17][C@H:15]([C:14](=[O:18])[NH:13][C@@H:10]2[C:11](=[O:12])[N:5]([CH2:4][CH:1]3[CH2:3][CH2:2]3)[C:6]3[CH:26]=[CH:25][CH:24]=[CH:23][C:7]=3[C:8]3[CH:22]=[CH:21][CH:20]=[CH:19][C:9]2=3)[CH3:16])=[CH:42][CH:41]=1)([O-:45])=[O:44]. The catalyst class is: 4.